Predict the reaction yield, written as a fraction of the theoretical maximum amount of product (1.0 means a 100% yield; for example, 0.34 means a 34% yield). From a dataset of Reaction yield outcomes from USPTO patents with 853,638 reactions. (1) The reactants are C[O:2][C:3]1[CH:8]=[CH:7][C:6]([N:9]2[C:17]3[C:16]4[CH:18]=[CH:19][CH:20]=[CH:21][C:15]=4[CH2:14][CH2:13][C:12]=3[C:11]([CH3:22])=[N:10]2)=[CH:5][CH:4]=1.B(Br)(Br)Br. The catalyst is ClCCl.C([O-])(O)=O.[Na+]. The product is [CH3:22][C:11]1[C:12]2[CH2:13][CH2:14][C:15]3[CH:21]=[CH:20][CH:19]=[CH:18][C:16]=3[C:17]=2[N:9]([C:6]2[CH:5]=[CH:4][C:3]([OH:2])=[CH:8][CH:7]=2)[N:10]=1. The yield is 0.760. (2) The reactants are [Cl:1][C:2]1[CH:7]=[CH:6][C:5]([S:8][CH2:9][C:10]2[CH:18]=[CH:17][C:13]([C:14](O)=[O:15])=[CH:12][CH:11]=2)=[C:4]([NH:19][S:20]([C:23]2[CH:28]=[CH:27][C:26]([Cl:29])=[C:25]([C:30]([F:33])([F:32])[F:31])[CH:24]=2)(=[O:22])=[O:21])[CH:3]=1.[N:34]1([CH2:39][CH2:40][NH2:41])[CH2:38][CH2:37][CH2:36][CH2:35]1.C(Cl)CCl. The catalyst is CN(C1C=CN=CC=1)C.CN(C=O)C. The product is [Cl:1][C:2]1[CH:7]=[CH:6][C:5]([S:8][CH2:9][C:10]2[CH:18]=[CH:17][C:13]([C:14]([NH:41][CH2:40][CH2:39][N:34]3[CH2:38][CH2:37][CH2:36][CH2:35]3)=[O:15])=[CH:12][CH:11]=2)=[C:4]([NH:19][S:20]([C:23]2[CH:28]=[CH:27][C:26]([Cl:29])=[C:25]([C:30]([F:31])([F:32])[F:33])[CH:24]=2)(=[O:22])=[O:21])[CH:3]=1. The yield is 0.710.